This data is from Catalyst prediction with 721,799 reactions and 888 catalyst types from USPTO. The task is: Predict which catalyst facilitates the given reaction. (1) Reactant: [CH3:1][O:2][C:3]1[CH:4]=[C:5]([NH:11][C:12]2[S:13][C:14]([CH3:20])=[C:15]([C:17]([OH:19])=[O:18])[N:16]=2)[CH:6]=[CH:7][C:8]=1[O:9][CH3:10].[Cl:21][C:22]1[CH:30]=[C:29]([Cl:31])[CH:28]=[CH:27][C:23]=1[C:24](Cl)=[O:25].CCN(CC)CC.O. Product: [Cl:21][C:22]1[CH:30]=[C:29]([Cl:31])[CH:28]=[CH:27][C:23]=1[C:24]([N:11]([C:5]1[CH:6]=[CH:7][C:8]([O:9][CH3:10])=[C:3]([O:2][CH3:1])[CH:4]=1)[C:12]1[S:13][C:14]([CH3:20])=[C:15]([C:17]([OH:19])=[O:18])[N:16]=1)=[O:25]. The catalyst class is: 2. (2) Reactant: [C:1]([CH2:3][C:4]1([N:15]2[CH:19]=[C:18]([C:20]3[C:21]4[CH:28]=[CH:27][N:26](COC(=O)C(C)(C)C)[C:22]=4[N:23]=[N:24][CH:25]=3)[CH:17]=[N:16]2)[CH2:7][N:6]([C:8]([O:10][C:11]([CH3:14])([CH3:13])[CH3:12])=[O:9])[CH2:5]1)#[N:2].[OH-].[Na+]. Product: [N:23]1[C:22]2[NH:26][CH:27]=[CH:28][C:21]=2[C:20]([C:18]2[CH:17]=[N:16][N:15]([C:4]3([CH2:3][C:1]#[N:2])[CH2:7][N:6]([C:8]([O:10][C:11]([CH3:12])([CH3:13])[CH3:14])=[O:9])[CH2:5]3)[CH:19]=2)=[CH:25][N:24]=1. The catalyst class is: 5. (3) Reactant: [CH3:1][Si:2]([N-:5][Si](C)(C)C)([CH3:4])[CH3:3].[Li+].[P:11]([Cl:14])([Cl:13])[Cl:12].S(Cl)(Cl)(=O)=O. Product: [Cl:12][P:11]([Cl:14])([Cl:13])=[N:5][Si:2]([CH3:4])([CH3:3])[CH3:1]. The catalyst class is: 27. (4) Reactant: [F:1][C:2]1[CH:3]=[C:4]([C@H:9]2[CH2:13][CH2:12][CH2:11][N:10]2[C:14]2[CH:19]=[CH:18][N:17]3[N:20]=[CH:21][C:22]([C:23]([O:25][CH3:26])=[O:24])=[C:16]3[N:15]=2)[C:5]([OH:8])=[N:6][CH:7]=1.[F:27][C:28]([F:47])([F:46])[S:29](N(C1C=CC=CC=1)[S:29]([C:28]([F:47])([F:46])[F:27])(=[O:31])=[O:30])(=[O:31])=[O:30].C(N(CC)CC)C. Product: [F:1][C:2]1[CH:3]=[C:4]([C@H:9]2[CH2:13][CH2:12][CH2:11][N:10]2[C:14]2[CH:19]=[CH:18][N:17]3[N:20]=[CH:21][C:22]([C:23]([O:25][CH3:26])=[O:24])=[C:16]3[N:15]=2)[C:5]([O:8][S:29]([C:28]([F:47])([F:46])[F:27])(=[O:31])=[O:30])=[N:6][CH:7]=1. The catalyst class is: 3. (5) Product: [F:7][C:8]1[CH:24]=[CH:23][C:11]([O:12][CH2:13][C:14]2[N:15]=[CH:16][CH:17]=[C:18]3[C:3]([CH3:4])=[C:2]([CH3:1])[NH:20][C:19]=23)=[CH:10][CH:9]=1. Reactant: [CH3:1][C:2]([Mg]Br)=[CH:3][CH3:4].[F:7][C:8]1[CH:24]=[CH:23][C:11]([O:12][CH2:13][C:14]2[C:19]([N+:20]([O-])=O)=[CH:18][CH:17]=[CH:16][N:15]=2)=[CH:10][CH:9]=1.[Cl-].[NH4+]. The catalyst class is: 7. (6) Product: [C:1]([C:3]1[C:11]2[C:6](=[CH:7][C:8]([O:12][C:40]3[N:45]=[CH:44][CH:43]=[CH:42][N:41]=3)=[CH:9][CH:10]=2)[N:5]([CH:13]2[CH2:14][CH2:15][CH2:16]2)[C:4]=1[C:17]1[CH:22]=[CH:21][C:20]([NH:23][C:24]([NH:26][S:27]([CH:30]([CH3:32])[CH3:31])(=[O:29])=[O:28])=[O:25])=[CH:19][CH:18]=1)#[N:2]. The catalyst class is: 3. Reactant: [C:1]([C:3]1[C:11]2[C:6](=[CH:7][C:8]([OH:12])=[CH:9][CH:10]=2)[N:5]([CH:13]2[CH2:16][CH2:15][CH2:14]2)[C:4]=1[C:17]1[CH:22]=[CH:21][C:20]([NH:23][C:24]([NH:26][S:27]([CH:30]([CH3:32])[CH3:31])(=[O:29])=[O:28])=[O:25])=[CH:19][CH:18]=1)#[N:2].C([O-])([O-])=O.[Cs+].[Cs+].Cl[C:40]1[N:45]=[CH:44][CH:43]=[CH:42][N:41]=1.O. (7) Reactant: [Br:1][C:2]1[CH:7]=[CH:6][C:5]([S:8][CH:9]([C:14]2[CH:22]=[CH:21][C:17]([C:18](O)=[O:19])=[CH:16][CH:15]=2)[CH2:10][CH:11]([CH3:13])[CH3:12])=[CH:4][CH:3]=1.C(N(CC)CC)C.[CH3:30][O:31][C:32](=[O:36])[CH2:33][CH2:34][NH2:35].CCN=C=NCCCN(C)C. Product: [CH3:30][O:31][C:32](=[O:36])[CH2:33][CH2:34][NH:35][C:18](=[O:19])[C:17]1[CH:16]=[CH:15][C:14]([CH:9]([S:8][C:5]2[CH:4]=[CH:3][C:2]([Br:1])=[CH:7][CH:6]=2)[CH2:10][CH:11]([CH3:13])[CH3:12])=[CH:22][CH:21]=1. The catalyst class is: 64. (8) Reactant: [CH:1]([O:4][CH2:5][CH2:6][NH:7][S:8]([NH:11][C:12](=[O:39])[O:13][CH2:14][CH2:15][CH2:16][C:17]1[CH:22]=[CH:21][C:20]([O:23]COC)=[CH:19][C:18]=1[O:27][C:28]1[C:33]([Cl:34])=[CH:32][C:31]([C:35]([F:38])([F:37])[F:36])=[CH:30][N:29]=1)(=[O:10])=[O:9])([CH3:3])[CH3:2].C(=O)([O-])O.[Na+]. Product: [CH:1]([O:4][CH2:5][CH2:6][NH:7][S:8]([NH:11][C:12](=[O:39])[O:13][CH2:14][CH2:15][CH2:16][C:17]1[CH:22]=[CH:21][C:20]([OH:23])=[CH:19][C:18]=1[O:27][C:28]1[C:33]([Cl:34])=[CH:32][C:31]([C:35]([F:36])([F:38])[F:37])=[CH:30][N:29]=1)(=[O:10])=[O:9])([CH3:3])[CH3:2]. The catalyst class is: 209. (9) Reactant: [Br:1][C:2]1[C:11]2[C:6](=[CH:7][CH:8]=[CH:9][CH:10]=2)[N:5]=[C:4]([C:12]([OH:14])=O)[CH:3]=1.Cl.[NH2:16][C@H:17]1[CH2:22][CH2:21][O:20][CH2:19][C@@H:18]1[OH:23].CN([P+](ON1N=NC2C=CC=CC1=2)(N(C)C)N(C)C)C.F[P-](F)(F)(F)(F)F.C(N(CC)CC)C. Product: [Br:1][C:2]1[C:11]2[C:6](=[CH:7][CH:8]=[CH:9][CH:10]=2)[N:5]=[C:4]([C:12]([NH:16][C@H:17]2[CH2:22][CH2:21][O:20][CH2:19][C@@H:18]2[OH:23])=[O:14])[CH:3]=1. The catalyst class is: 2. (10) Reactant: [CH2:1]([C:3]1[S:37][C:6]2[N:7]([CH2:22][C:23]3[CH:28]=[CH:27][C:26]([C:29]4[C:30]([C:35]#[N:36])=[CH:31][CH:32]=[CH:33][CH:34]=4)=[CH:25][CH:24]=3)[C:8](=[O:21])[N:9]([CH2:12][CH2:13][N:14]3[CH:18]=[CH:17][N:16]=[C:15]3[CH:19]=[O:20])[C:10](=[O:11])[C:5]=2[CH:4]=1)[CH3:2].[BH4-].[Na+]. Product: [CH2:1]([C:3]1[S:37][C:6]2[N:7]([CH2:22][C:23]3[CH:28]=[CH:27][C:26]([C:29]4[C:30]([C:35]#[N:36])=[CH:31][CH:32]=[CH:33][CH:34]=4)=[CH:25][CH:24]=3)[C:8](=[O:21])[N:9]([CH2:12][CH2:13][N:14]3[CH:18]=[CH:17][N:16]=[C:15]3[CH2:19][OH:20])[C:10](=[O:11])[C:5]=2[CH:4]=1)[CH3:2]. The catalyst class is: 5.